Task: Predict the reaction yield, written as a fraction of the theoretical maximum amount of product (1.0 means a 100% yield; for example, 0.34 means a 34% yield).. Dataset: Reaction yield outcomes from USPTO patents with 853,638 reactions (1) The reactants are [CH3:1][C:2]1[CH:3]=[CH:4][C:5]([N:8]([C:16]([O:18][C:19]([CH3:22])([CH3:21])[CH3:20])=[O:17])[C:9]([O:11][C:12]([CH3:15])([CH3:14])[CH3:13])=[O:10])=[N:6][CH:7]=1.C1C(=O)N([Br:30])C(=O)C1.C(OOC(=O)C1C=CC=CC=1)(=O)C1C=CC=CC=1. The catalyst is C(Cl)(Cl)(Cl)Cl. The product is [Br:30][CH2:1][C:2]1[CH:3]=[CH:4][C:5]([N:8]([C:16]([O:18][C:19]([CH3:22])([CH3:21])[CH3:20])=[O:17])[C:9]([O:11][C:12]([CH3:15])([CH3:13])[CH3:14])=[O:10])=[N:6][CH:7]=1. The yield is 0.650. (2) The reactants are [Br:1][C:2]1[CH:3]=[C:4]([C:9](=[CH2:13])[CH2:10][CH2:11][OH:12])[CH:5]=[CH:6][C:7]=1[F:8].N1C=CN=C1.[C:19]([Si:23](Cl)([CH3:25])[CH3:24])([CH3:22])([CH3:21])[CH3:20].O. The catalyst is C(Cl)Cl.C(OCC)(=O)C. The product is [Br:1][C:2]1[CH:3]=[C:4]([C:9](=[CH2:13])[CH2:10][CH2:11][O:12][Si:23]([C:19]([CH3:22])([CH3:21])[CH3:20])([CH3:25])[CH3:24])[CH:5]=[CH:6][C:7]=1[F:8]. The yield is 0.950. (3) No catalyst specified. The reactants are Br[C:2]1[CH:27]=[CH:26][C:5]([CH2:6][CH2:7][N:8]([CH3:25])[C:9]([NH:11][C:12]2[CH:17]=[CH:16][C:15]([S:18]([CH2:21][CH3:22])(=[O:20])=[O:19])=[C:14]([C:23]#[N:24])[CH:13]=2)=[O:10])=[CH:4][CH:3]=1.[C:28]([C:31]1[CH:32]=[C:33]([NH:37][CH:38](C2C=CC(CCNC)=CC=2)[C:39]([OH:41])=[O:40])[CH:34]=[CH:35][CH:36]=1)(=[O:30])[NH2:29].[CH2:52]([O:59][C:60](NCC1C=C(N(C2C=CC=CC=2)C(=O)O)C=CC=1S(CC)(=O)=O)=[O:61])[C:53]1[CH:58]=[CH:57][CH:56]=[CH:55][CH:54]=1. The product is [CH2:52]([O:59][C:60]([NH:24][CH2:23][C:14]1[CH:13]=[C:12]([NH:11][C:9](=[O:10])[N:8]([CH2:7][CH2:6][C:5]2[CH:26]=[CH:27][C:2]([CH:38]([NH:37][C:33]3[CH:34]=[CH:35][CH:36]=[C:31]([C:28](=[O:30])[NH2:29])[CH:32]=3)[C:39]([OH:41])=[O:40])=[CH:3][CH:4]=2)[CH3:25])[CH:17]=[CH:16][C:15]=1[S:18]([CH2:21][CH3:22])(=[O:20])=[O:19])=[O:61])[C:53]1[CH:58]=[CH:57][CH:56]=[CH:55][CH:54]=1. The yield is 0.490. (4) The reactants are [Br:1][C:2]1[C:11]2[C:6](=[CH:7][CH:8]=[CH:9][CH:10]=2)[C:5](=[O:12])[O:4][C:3]=1[CH:13]([OH:15])[CH3:14].N1C=CN=C1.[C:21]([Si:25](Cl)([CH3:27])[CH3:26])([CH3:24])([CH3:23])[CH3:22]. The catalyst is C(Cl)Cl. The product is [Br:1][C:2]1[C:11]2[C:6](=[CH:7][CH:8]=[CH:9][CH:10]=2)[C:5](=[O:12])[O:4][C:3]=1[CH:13]([O:15][Si:25]([C:21]([CH3:24])([CH3:23])[CH3:22])([CH3:27])[CH3:26])[CH3:14]. The yield is 0.910.